Dataset: Reaction yield outcomes from USPTO patents with 853,638 reactions. Task: Predict the reaction yield, written as a fraction of the theoretical maximum amount of product (1.0 means a 100% yield; for example, 0.34 means a 34% yield). (1) The reactants are [CH3:1][O:2][C:3]1[CH:4]=[C:5]2[C:10](=[CH:11][C:12]=1[O:13][CH3:14])[C:9]([CH3:15])=[N:8][C:7]([C:16]1[CH:17]=[C:18]([CH:20]=[CH:21][CH:22]=1)[NH2:19])=[CH:6]2.CCN(CC)CC.[CH3:30][S:31](Cl)(=[O:33])=[O:32]. The catalyst is C(Cl)Cl. The product is [CH3:1][O:2][C:3]1[CH:4]=[C:5]2[C:10](=[CH:11][C:12]=1[O:13][CH3:14])[C:9]([CH3:15])=[N:8][C:7]([C:16]1[CH:17]=[C:18]([N:19]([S:31]([CH3:30])(=[O:33])=[O:32])[S:31]([CH3:30])(=[O:33])=[O:32])[CH:20]=[CH:21][CH:22]=1)=[CH:6]2. The yield is 0.290. (2) No catalyst specified. The reactants are [NH:1]1[CH:5]=[C:4]([CH2:6][CH2:7][C:8]([OH:10])=[O:9])[N:3]=[CH:2]1.OS(O)(=O)=O.[CH3:16]O. The product is [CH3:16][O:9][C:8](=[O:10])[CH2:7][CH2:6][C:4]1[N:3]=[CH:2][NH:1][CH:5]=1. The yield is 0.900. (3) The product is [NH2:29][C:26]1[S:27][CH:28]=[C:24](/[C:23](=[N:37]/[O:38][C:39]([CH3:48])([CH3:47])[C:40]([OH:42])=[O:41])/[C:22]([NH:21][C@@H:20]2[C:19](=[O:50])[N:18]([S:51]([OH:54])(=[O:53])=[O:52])[C@@H:17]2[CH2:16][N:12]2[CH2:11][C@H:10]([CH2:9][OH:8])[O:14][C:13]2=[O:15])=[O:49])[N:25]=1. The catalyst is C(Cl)Cl. The yield is 0.0200. The reactants are C([O:8][CH2:9][C@@H:10]1[O:14][C:13](=[O:15])[N:12]([CH2:16][C@@H:17]2[C@H:20]([NH:21][C:22](=[O:49])/[C:23](=[N:37]\[O:38][C:39]([CH3:48])([CH3:47])[C:40]([O:42]C(C)(C)C)=[O:41])/[C:24]3[N:25]=[C:26]([NH:29]C(OC(C)(C)C)=O)[S:27][CH:28]=3)[C:19](=[O:50])[N:18]2[S:51]([OH:54])(=[O:53])=[O:52])[CH2:11]1)C1C=CC=CC=1.C(OC[C@@H]1OC(=O)N(C[C@@H]2[C@H](NC(=O)/C(=N\OC(C)(C)C(OC(C)(C)C)=O)/C3N=C(NC(OC(C)(C)C)=O)SC=3)C(=O)N2)C1)C1C=CC=CC=1.B(Cl)(Cl)Cl. (4) The reactants are [CH3:1][C:2]1[CH:7]=[CH:6][C:5]([S:8]([O:11][CH2:12][CH:13]2[CH2:17][C:16]3[CH:18]=[CH:19][CH:20]=[C:21](Br)[C:15]=3[O:14]2)(=[O:10])=[O:9])=[CH:4][CH:3]=1.[CH3:23][C:24]1[CH:25]=[C:26](B(O)O)[CH:27]=[CH:28][CH:29]=1.CC(C)([O-])C.[K+].CC1C=CC(S(OCC2CC3C(C4C=CC=CC=4)=CC=CC=3O2)(=O)=O)=CC=1. The catalyst is CC1C=CC=CC=1[P](C1C=CC=CC=1C)([Pd](Cl)(Cl)[P](C1=C(C)C=CC=C1)(C1C=CC=CC=1C)C1C=CC=CC=1C)C1C=CC=CC=1C. The product is [CH3:1][C:2]1[CH:7]=[CH:6][C:5]([S:8]([O:11][CH2:12][CH:13]2[CH2:17][C:16]3[CH:18]=[CH:19][CH:20]=[C:21]([C:29]4[CH:28]=[CH:27][CH:26]=[CH:25][C:24]=4[CH3:23])[C:15]=3[O:14]2)(=[O:10])=[O:9])=[CH:4][CH:3]=1. The yield is 0.700. (5) The reactants are C[O:2][C:3]1[CH:8]=[CH:7][C:6]([N:9]2[C:17]3[CH:16]=[CH:15][N:14]=[CH:13][C:12]=3[N:11]=[C:10]2[C:18]2[C:19]([NH2:23])=[N:20][O:21][N:22]=2)=[CH:5][CH:4]=1.B(Br)(Br)Br. The catalyst is ClCCl. The product is [NH2:23][C:19]1[C:18]([C:10]2[N:9]([C:6]3[CH:7]=[CH:8][C:3]([OH:2])=[CH:4][CH:5]=3)[C:17]3[CH:16]=[CH:15][N:14]=[CH:13][C:12]=3[N:11]=2)=[N:22][O:21][N:20]=1. The yield is 0.620. (6) The reactants are [F:1][C:2]1[CH:40]=[CH:39][C:5]([C:6]([NH:8][C@:9]([C:31]2[CH:36]=[CH:35][C:34]([F:37])=[C:33]([OH:38])[CH:32]=2)([C:17]2[CH:22]=[C:21]([O:23][C:24]([F:29])([F:28])[CH:25]([F:27])[F:26])[CH:20]=[C:19]([F:30])[CH:18]=2)[CH2:10][C:11]2[CH:16]=[CH:15][CH:14]=[CH:13][CH:12]=2)=[O:7])=[CH:4][C:3]=1[C:41]([F:44])([F:43])[F:42].[C:45](OC(O[C:45]([CH3:48])([CH3:47])[CH3:46])N(C)C)([CH3:48])([CH3:47])[CH3:46]. The catalyst is CN(C=O)C. The product is [C:45]([O:38][C:33]1[CH:32]=[C:31]([C@@:9]([NH:8][C:6](=[O:7])[C:5]2[CH:39]=[CH:40][C:2]([F:1])=[C:3]([C:41]([F:44])([F:43])[F:42])[CH:4]=2)([C:17]2[CH:22]=[C:21]([O:23][C:24]([F:28])([F:29])[CH:25]([F:27])[F:26])[CH:20]=[C:19]([F:30])[CH:18]=2)[CH2:10][C:11]2[CH:16]=[CH:15][CH:14]=[CH:13][CH:12]=2)[CH:36]=[CH:35][C:34]=1[F:37])([CH3:48])([CH3:47])[CH3:46]. The yield is 0.810. (7) The yield is 0.272. The reactants are [F:1][C:2]1[CH:3]=[C:4]([CH:7]=[CH:8][C:9]=1[O:10][C:11]1[CH:12]=[N:13][C:14]([C:17]([F:20])([F:19])[F:18])=[N:15][CH:16]=1)[CH:5]=O.[H-].[Na+].[CH2:23]1COCC1. The catalyst is [Br-].C[P+](C1C=CC=CC=1)(C1C=CC=CC=1)C1C=CC=CC=1. The product is [F:1][C:2]1[CH:3]=[C:4]([CH:5]=[CH2:23])[CH:7]=[CH:8][C:9]=1[O:10][C:11]1[CH:12]=[N:13][C:14]([C:17]([F:20])([F:19])[F:18])=[N:15][CH:16]=1. (8) The reactants are Br[C:2]1[CH:3]=[C:4]2[C:8](=[CH:9][C:10]=1[O:11][CH2:12][C:13]([CH3:15])=[CH2:14])[N:7]([CH3:16])[C:6]([CH2:17][O:18][Si:19]([C:22]([CH3:25])([CH3:24])[CH3:23])([CH3:21])[CH3:20])=[CH:5]2.[Li]CCCC.CN([CH:34]=[O:35])C. The catalyst is C1COCC1. The product is [Si:19]([O:18][CH2:17][C:6]1[N:7]([CH3:16])[C:8]2[C:4]([CH:5]=1)=[CH:3][C:2]([CH:34]=[O:35])=[C:10]([O:11][CH2:12][C:13]([CH3:15])=[CH2:14])[CH:9]=2)([C:22]([CH3:25])([CH3:24])[CH3:23])([CH3:21])[CH3:20]. The yield is 0.930.